Dataset: Catalyst prediction with 721,799 reactions and 888 catalyst types from USPTO. Task: Predict which catalyst facilitates the given reaction. (1) Reactant: Br[C:2]1[CH:7]=[CH:6][N:5]=[C:4]([S:8][CH3:9])[N:3]=1.[F:10][C:11]1[CH:16]=[C:15](B(O)O)[CH:14]=[CH:13][N:12]=1.C([O-])([O-])=O.[Na+].[Na+]. Product: [F:10][C:11]1[CH:16]=[C:15]([C:2]2[CH:7]=[CH:6][N:5]=[C:4]([S:8][CH3:9])[N:3]=2)[CH:14]=[CH:13][N:12]=1. The catalyst class is: 669. (2) Reactant: C[O:2][C:3]([CH:5]1[CH2:10][CH:9](OC)[CH2:8][N:7]([C:13]([O:15][CH2:16][C:17]2[CH:22]=[CH:21][CH:20]=[CH:19][CH:18]=2)=[O:14])[CH2:6]1)=[O:4].[OH-].[Na+].[CH2:25](OC(N1CC(OC)CC(C(O)=O)C1)=O)C1C=CC=CC=1. Product: [CH2:16]([O:15][C:13]([N:7]1[CH2:8][CH:9]([CH3:25])[CH2:10][CH:5]([C:3]([OH:2])=[O:4])[CH2:6]1)=[O:14])[C:17]1[CH:18]=[CH:19][CH:20]=[CH:21][CH:22]=1. The catalyst class is: 24. (3) The catalyst class is: 259. Product: [ClH:17].[NH2:1][CH:2]([C:7]1[CH:12]=[CH:11][C:10]([F:13])=[C:9]([F:14])[CH:8]=1)[CH2:3][C:4]([OH:6])=[O:5]. Reactant: [NH2:1][CH:2]([C:7]1[CH:12]=[CH:11][C:10]([F:13])=[C:9]([F:14])[CH:8]=1)[CH2:3][C:4]([OH:6])=[O:5].S(Cl)([Cl:17])=O. (4) Reactant: C(N(CC)CC)C.[C:8](Cl)(=[O:10])[CH3:9].Cl.Cl.[NH2:14][C@H:15]([CH2:34][S:35]([C:38]1[CH:47]=[CH:46][C:45]2[C:40](=[CH:41][CH:42]=[C:43]([Cl:48])[CH:44]=2)[CH:39]=1)(=[O:37])=[O:36])[C:16]([N:18]1[CH2:23][CH2:22][CH:21]([N:24]2[CH2:28][C:27]3=[CH:29][N:30]=[C:31]([CH3:32])[N:26]3[C:25]2=[O:33])[CH2:20][CH2:19]1)=[O:17].C(=O)([O-])O.[Na+]. Product: [Cl:48][C:43]1[CH:44]=[C:45]2[C:40](=[CH:41][CH:42]=1)[CH:39]=[C:38]([S:35]([CH2:34][C@@H:15]([NH:14][C:8](=[O:10])[CH3:9])[C:16]([N:18]1[CH2:19][CH2:20][CH:21]([N:24]3[CH2:28][C:27]4=[CH:29][N:30]=[C:31]([CH3:32])[N:26]4[C:25]3=[O:33])[CH2:22][CH2:23]1)=[O:17])(=[O:36])=[O:37])[CH:47]=[CH:46]2. The catalyst class is: 4. (5) Reactant: Cl[CH2:2][C:3]1[C:4]([CH3:9])=[N:5][O:6][C:7]=1[CH3:8].[CH3:10][N:11]1[C:16](=[O:17])[C:15]2=[C:18]([C:32]3[CH:33]=[C:34]([CH:38]=[CH:39][CH:40]=3)[C:35]([OH:37])=[O:36])[N:19]([CH2:21][C:22]3[C:31]4[C:26](=[CH:27][CH:28]=[CH:29][CH:30]=4)[CH:25]=[CH:24][CH:23]=3)[N:20]=[C:14]2[NH:13][C:12]1=[O:41].C(=O)([O-])[O-].[K+].[K+]. Product: [CH3:9][C:4]1[C:3]([CH2:2][N:13]2[C:14]3=[N:20][N:19]([CH2:21][C:22]4[C:31]5[C:26](=[CH:27][CH:28]=[CH:29][CH:30]=5)[CH:25]=[CH:24][CH:23]=4)[C:18]([C:32]4[CH:33]=[C:34]([CH:38]=[CH:39][CH:40]=4)[C:35]([OH:37])=[O:36])=[C:15]3[C:16](=[O:17])[N:11]([CH3:10])[C:12]2=[O:41])=[C:7]([CH3:8])[O:6][N:5]=1. The catalyst class is: 9. (6) Reactant: [CH2:1]([O:8][C:9]1[CH:18]=[CH:17][C:12]([C:13]([O:15][CH3:16])=[O:14])=[CH:11][C:10]=1Br)[C:2]1[CH:7]=[CH:6][CH:5]=[CH:4][CH:3]=1.C(=O)([O-])[O-].[Cs+].[Cs+].[CH3:26]/[C:27](/B(O)O)=[CH:28]/[CH3:29].O. Product: [CH2:1]([O:8][C:9]1[CH:18]=[CH:17][C:12]([C:13]([O:15][CH3:16])=[O:14])=[CH:11][C:10]=1/[C:27](/[CH3:26])=[CH:28]\[CH3:29])[C:2]1[CH:7]=[CH:6][CH:5]=[CH:4][CH:3]=1. The catalyst class is: 7. (7) Reactant: [N:1]1[CH:6]=[CH:5][C:4]([CH2:7][CH2:8][CH2:9][NH2:10])=[CH:3][CH:2]=1.C(N(CC)CC)C.[C:18](O[C:18]([O:20][C:21]([CH3:24])([CH3:23])[CH3:22])=[O:19])([O:20][C:21]([CH3:24])([CH3:23])[CH3:22])=[O:19].O. Product: [N:1]1[CH:6]=[CH:5][C:4]([CH2:7][CH2:8][CH2:9][NH:10][C:18](=[O:19])[O:20][C:21]([CH3:24])([CH3:23])[CH3:22])=[CH:3][CH:2]=1. The catalyst class is: 56.